This data is from Retrosynthesis with 50K atom-mapped reactions and 10 reaction types from USPTO. The task is: Predict the reactants needed to synthesize the given product. (1) Given the product Cc1cccc(-c2nc(NCCc3c[nH]c4ccccc34)cc(-c3cccnc3)n2)n1, predict the reactants needed to synthesize it. The reactants are: Cc1cccc(-c2nc(Cl)cc(-c3cccnc3)n2)n1.NCCc1c[nH]c2ccccc12. (2) Given the product COC(=O)[C@H](C)NC(=O)C(CSC(C)=O)Cc1ccccc1, predict the reactants needed to synthesize it. The reactants are: CC(=O)SCC(Cc1ccccc1)C(=O)Cl.COC(=O)[C@H](C)N. (3) Given the product CC(C)(C)OC(=O)n1c2ccccc2c2cc(CBr)ccc21, predict the reactants needed to synthesize it. The reactants are: Cc1ccc2c(c1)c1ccccc1n2C(=O)OC(C)(C)C.O=C1CCC(=O)N1Br. (4) Given the product CCOc1cnc2c(c1)c(-c1cc(Cl)nc(N[C@H]3CC[C@H](NC(=O)OC(C)(C)C)CC3)c1)cn2S(=O)(=O)c1ccccc1, predict the reactants needed to synthesize it. The reactants are: CC(C)(C)OC(=O)N=NC(=O)OC(C)(C)C.CC(C)(C)OC(=O)N[C@H]1CC[C@H](Nc2cc(-c3cn(S(=O)(=O)c4ccccc4)c4ncc(O)cc34)cc(Cl)n2)CC1.